From a dataset of Forward reaction prediction with 1.9M reactions from USPTO patents (1976-2016). Predict the product of the given reaction. (1) Given the reactants Cl[CH2:2][CH2:3][O:4][C:5]1[CH:10]=[CH:9][C:8]([CH:11]2[C:16]([C:17]3[CH:22]=[CH:21][C:20]([O:23][CH3:24])=[CH:19][CH:18]=3)=[C:15]([C:25]([F:28])([F:27])[F:26])[C:14]3[CH:29]=[CH:30][C:31]([O:33][CH3:34])=[CH:32][C:13]=3[O:12]2)=[CH:7][CH:6]=1.[I-].[K+].[Cl-].[Na+].[NH:39]1[CH2:44][CH2:43][CH2:42][CH2:41][CH2:40]1, predict the reaction product. The product is: [CH3:34][O:33][C:31]1[CH:30]=[CH:29][C:14]2[C:15]([C:25]([F:28])([F:27])[F:26])=[C:16]([C:17]3[CH:22]=[CH:21][C:20]([O:23][CH3:24])=[CH:19][CH:18]=3)[CH:11]([C:8]3[CH:9]=[CH:10][C:5]([O:4][CH2:3][CH2:2][N:39]4[CH2:44][CH2:43][CH2:42][CH2:41][CH2:40]4)=[CH:6][CH:7]=3)[O:12][C:13]=2[CH:32]=1. (2) Given the reactants [Cl:1][C:2]1[CH:7]=[CH:6][C:5]([CH2:8][OH:9])=[CH:4][C:3]=1[O:10][CH3:11], predict the reaction product. The product is: [Cl:1][C:2]1[CH:7]=[CH:6][C:5]([CH:8]=[O:9])=[CH:4][C:3]=1[O:10][CH3:11]. (3) The product is: [C:14]([Si:11]([CH3:13])([CH3:12])[O:10][CH:8]([C:4]1[O:3][CH:7]=[CH:6][N:5]=1)[CH3:9])([CH3:17])([CH3:16])[CH3:15]. Given the reactants N#N.[O:3]1[CH:7]=[CH:6][N:5]=[C:4]1[CH:8]([OH:10])[CH3:9].[Si:11](Cl)([C:14]([CH3:17])([CH3:16])[CH3:15])([CH3:13])[CH3:12].N1C=CN=C1.[NH4+].[Cl-], predict the reaction product. (4) Given the reactants CC1[N+]([CH2:7][C:8]2[CH:9]=[N:10][C:11]([CH3:15])=[N:12][C:13]=2[NH2:14])=CSC=1CCO.N1C=C2C(N=CN2)=NC=1.C(OP(O)(O)=O)[C@H]1[O:33][C@@H](/N=C(\N)/CNC=O)[C@H](O)[C@@H]1O.C1N=CN([C@@H]2O[C@H](COP(O)(O)=O)[C@@H](O)[C@H]2O)C=1N, predict the reaction product. The product is: [NH2:14][C:13]1[C:8]([CH2:7][OH:33])=[CH:9][N:10]=[C:11]([CH3:15])[N:12]=1. (5) Given the reactants [C:1]([C:9]1[CH:10]=[CH:11][C:12](=[O:19])[N:13]([CH3:18])[C:14]=1SCC)(=[O:8])[C:2]1[CH:7]=[CH:6][CH:5]=[CH:4][CH:3]=1.[CH:20]1([NH2:24])[CH2:23][CH2:22][CH2:21]1, predict the reaction product. The product is: [C:1]([C:9]1[CH:10]=[CH:11][C:12](=[O:19])[N:13]([CH3:18])[C:14]=1[NH:24][CH:20]1[CH2:23][CH2:22][CH2:21]1)(=[O:8])[C:2]1[CH:3]=[CH:4][CH:5]=[CH:6][CH:7]=1. (6) Given the reactants [NH2:1][C:2]([CH3:22])([CH3:21])[CH2:3][C:4]1[N:5]([CH2:18][CH2:19][CH3:20])[N:6]=[C:7]2[C:16]=1[C:15]1[CH:14]=[CH:13][CH:12]=[CH:11][C:10]=1[N:9]=[C:8]2[NH2:17].Cl.[C:24](Cl)(=[O:31])[C:25]1[CH:30]=[CH:29][N:28]=[CH:27][CH:26]=1, predict the reaction product. The product is: [NH2:17][C:8]1[C:7]2=[N:6][N:5]([CH2:18][CH2:19][CH3:20])[C:4]([CH2:3][C:2]([NH:1][C:24](=[O:31])[C:25]3[CH:30]=[CH:29][N:28]=[CH:27][CH:26]=3)([CH3:21])[CH3:22])=[C:16]2[C:15]2[CH:14]=[CH:13][CH:12]=[CH:11][C:10]=2[N:9]=1. (7) The product is: [ClH:1].[ClH:1].[CH3:54][C:49]1[CH:48]=[CH:47][C:46]2[C:51](=[CH:52][CH:53]=[C:44]3[O:43][CH2:42][C@H:41]([CH2:40][N:2]4[CH2:3][CH2:4][CH:5]([O:8][C:9]5[CH:10]=[CH:11][C:12]6[O:17][CH2:16][C:15](=[O:18])[NH:14][C:13]=6[CH:19]=5)[CH2:6][CH2:7]4)[O:55][C:45]3=2)[N:50]=1. Given the reactants [ClH:1].[NH:2]1[CH2:7][CH2:6][CH:5]([O:8][C:9]2[CH:10]=[CH:11][C:12]3[O:17][CH2:16][C:15](=[O:18])[NH:14][C:13]=3[CH:19]=2)[CH2:4][CH2:3]1.C(N(CC)C(C)C)(C)C.BrC1C=CC(S(O[CH2:40][C@@H:41]2[O:55][C:45]3=[C:46]4[C:51](=[CH:52][CH:53]=[C:44]3[O:43][CH2:42]2)[N:50]=[C:49]([CH3:54])[CH:48]=[CH:47]4)(=O)=O)=CC=1.C(=O)(O)[O-].[Na+], predict the reaction product.